Dataset: CYP1A2 inhibition data for predicting drug metabolism from PubChem BioAssay. Task: Regression/Classification. Given a drug SMILES string, predict its absorption, distribution, metabolism, or excretion properties. Task type varies by dataset: regression for continuous measurements (e.g., permeability, clearance, half-life) or binary classification for categorical outcomes (e.g., BBB penetration, CYP inhibition). Dataset: cyp1a2_veith. (1) The molecule is CC[N+](C)(CC)CC(=O)Nc1c(C)cccc1C. The result is 0 (non-inhibitor). (2) The molecule is COc1ccccc1CN1CCC2(CC1)CCN(C(=O)c1ccncc1)CC2. The result is 0 (non-inhibitor). (3) The result is 0 (non-inhibitor). The molecule is NC(=O)[C@H](Cc1cc2ccccc2s1)NC(=O)[C@@H]1CC2(CC(c3cccc(NC(=O)[C@@H]4CCC(=O)N4)c3)=NO2)CN1C(=O)/C=C/c1c(F)cccc1Cl. (4) The drug is CCn1c(-c2ccccc2Cl)nn(CC(=O)Nc2cc(Cl)ccc2Cl)c1=S. The result is 1 (inhibitor). (5) The compound is CCOC(=O)N1CCN(c2nc(-c3cccs3)cc(C(F)(F)F)n2)CC1. The result is 1 (inhibitor). (6) The drug is O=C(Nc1cnn(Cc2ccc(Cl)cc2Cl)c1)c1cc(-c2cccs2)on1. The result is 1 (inhibitor). (7) The compound is CCOC(=O)CCN1C(=O)[C@H]2CC[C@H]3/C(=N\O[C@@H]4O[C@@H](COC(C)=O)[C@@H](OC(C)=O)[C@@H](OC(C)=O)[C@H]4OC(C)=O)C[C@@H](O)[C@@H](O)[C@@H]3[C@@H]2C1=O. The result is 0 (non-inhibitor).